Dataset: Forward reaction prediction with 1.9M reactions from USPTO patents (1976-2016). Task: Predict the product of the given reaction. (1) Given the reactants [I-:1].[Na+].Cl[CH2:4][C:5]1[N:6]=[C:7]([C:11]2[CH:16]=[CH:15][C:14]([O:17][CH3:18])=[CH:13][CH:12]=2)[O:8][C:9]=1[CH3:10], predict the reaction product. The product is: [I:1][CH2:4][C:5]1[N:6]=[C:7]([C:11]2[CH:16]=[CH:15][C:14]([O:17][CH3:18])=[CH:13][CH:12]=2)[O:8][C:9]=1[CH3:10]. (2) Given the reactants [CH:1]1([C:4]2[CH:9]=[CH:8][N:7]=[CH:6][C:5]=2[N:10]2[CH2:14][CH2:13][NH:12][C:11]2=[O:15])[CH2:3][CH2:2]1.Br[C:17]1[CH:26]=[CH:25][C:24]2[C:19](=[CH:20][CH:21]=[CH:22][CH:23]=2)[CH:18]=1.CN[C@@H]1CCCC[C@H]1NC.P([O-])([O-])([O-])=O.[K+].[K+].[K+], predict the reaction product. The product is: [CH:1]1([C:4]2[CH:9]=[CH:8][N:7]=[CH:6][C:5]=2[N:10]2[CH2:14][CH2:13][N:12]([C:17]3[CH:26]=[CH:25][C:24]4[C:19](=[CH:20][CH:21]=[CH:22][CH:23]=4)[CH:18]=3)[C:11]2=[O:15])[CH2:3][CH2:2]1. (3) Given the reactants C=[C:2]1[C:7]2=[N:8][CH:9]=[CH:10][CH:11]=[C:6]2[O:5][CH2:4][CH2:3]1.CO.C(Cl)(Cl)Cl.C([O-])(O)=[O:19].[Na+], predict the reaction product. The product is: [O:5]1[C:6]2[C:7](=[N:8][CH:9]=[CH:10][CH:11]=2)[C:2](=[O:19])[CH2:3][CH2:4]1. (4) Given the reactants [F:1][C:2]1[CH:3]=[C:4]2[C:9](=[C:10]([N+:12]([O-])=O)[CH:11]=1)[N:8]=[CH:7][CH:6]=[CH:5]2.[Sn](Cl)Cl, predict the reaction product. The product is: [F:1][C:2]1[CH:3]=[C:4]2[C:9](=[C:10]([NH2:12])[CH:11]=1)[N:8]=[CH:7][CH:6]=[CH:5]2. (5) Given the reactants CN1C=C(C2NC3=NC=CC(C4C=CC(C5(NC(C6OC(C(C)(C)C)=NN=6)=O)CC5)=CC=4)=C3N=2)C=N1.Br[C:38]1[CH:43]=[CH:42][N:41]=[C:40]2[NH:44][C:45]([C:47]3[CH:48]=[N:49][N:50]([CH3:52])[CH:51]=3)=[N:46][C:39]=12.[C:53]([C:57]1[CH:82]=[CH:81][C:60]([C:61]([NH:63][CH2:64][C:65]2[CH:70]=[CH:69][C:68](B3OC(C)(C)C(C)(C)O3)=[CH:67][C:66]=2[CH3:80])=[O:62])=[CH:59][CH:58]=1)([CH3:56])([CH3:55])[CH3:54].P([O-])([O-])([O-])=O.[K+].[K+].[K+].C([O-])(=O)C.[Na+].C(#N)C, predict the reaction product. The product is: [C:53]([C:57]1[CH:82]=[CH:81][C:60]([C:61]([NH:63][CH2:64][C:65]2[CH:70]=[CH:69][C:68]([C:38]3[CH:43]=[CH:42][N:41]=[C:40]4[NH:44][C:45]([C:47]5[CH:48]=[N:49][N:50]([CH3:52])[CH:51]=5)=[N:46][C:39]=34)=[CH:67][C:66]=2[CH3:80])=[O:62])=[CH:59][CH:58]=1)([CH3:56])([CH3:54])[CH3:55]. (6) Given the reactants [CH2:1]([N:13]1[CH:17]=[CH:16][N:15]=[CH:14]1)[CH2:2][CH2:3][CH2:4][CH2:5][CH2:6][CH2:7][CH2:8][CH2:9][CH2:10][CH2:11][CH3:12].[F:18][C:19]([F:40])([F:39])[C:20]([F:38])([F:37])[C:21]([F:36])([F:35])[C:22]([F:34])([F:33])[C:23]([F:32])([F:31])[C:24]([F:30])([F:29])[CH2:25][CH2:26][CH2:27][I:28], predict the reaction product. The product is: [I-:28].[CH2:1]([NH+:13]1[CH:17]=[CH:16][N:15]([CH2:27][CH2:26][CH2:25][C:24]([F:29])([F:30])[C:23]([F:31])([F:32])[C:22]([F:33])([F:34])[C:21]([F:35])([F:36])[C:20]([F:37])([F:38])[C:19]([F:40])([F:39])[F:18])[CH2:14]1)[CH2:2][CH2:3][CH2:4][CH2:5][CH2:6][CH2:7][CH2:8][CH2:9][CH2:10][CH2:11][CH3:12]. (7) Given the reactants [F:1][C:2]1[C:7]2[N:8]=[C:9]([C:11]3[CH:12]=[C:13]([CH:17]=[C:18]([C:20]4[C:21]([N:40]([CH3:45])[S:41]([CH3:44])(=[O:43])=[O:42])=[CH:22][C:23]5[O:27][C:26]([C:28]6[CH:33]=[CH:32][C:31]([F:34])=[CH:30][CH:29]=6)=[C:25]([C:35](=[O:38])[NH:36][CH3:37])[C:24]=5[CH:39]=4)[CH:19]=3)[C:14](O)=[O:15])[O:10][C:6]=2[CH:5]=[CH:4][CH:3]=1.CC[N:48]=C=NCCCN(C)C.C1C=CC2N(O)N=NC=2C=1.[NH4+].[Cl-], predict the reaction product. The product is: [C:14]([C:13]1[CH:17]=[C:18]([C:20]2[C:21]([N:40]([CH3:45])[S:41]([CH3:44])(=[O:42])=[O:43])=[CH:22][C:23]3[O:27][C:26]([C:28]4[CH:29]=[CH:30][C:31]([F:34])=[CH:32][CH:33]=4)=[C:25]([C:35]([NH:36][CH3:37])=[O:38])[C:24]=3[CH:39]=2)[CH:19]=[C:11]([C:9]2[O:10][C:6]3[CH:5]=[CH:4][CH:3]=[C:2]([F:1])[C:7]=3[N:8]=2)[CH:12]=1)(=[O:15])[NH2:48].